Dataset: Reaction yield outcomes from USPTO patents with 853,638 reactions. Task: Predict the reaction yield, written as a fraction of the theoretical maximum amount of product (1.0 means a 100% yield; for example, 0.34 means a 34% yield). The reactants are [Br:1][C:2]1[CH:14]=[CH:13][C:5]2[O:6][C:7]3[CH:12]=[CH:11][CH:10]=[CH:9][C:8]=3[C:4]=2[CH:3]=1.[Br:15]Br. No catalyst specified. The product is [Br:15][C:10]1[CH:11]=[CH:12][C:7]2[O:6][C:5]3[CH:13]=[CH:14][C:2]([Br:1])=[CH:3][C:4]=3[C:8]=2[CH:9]=1. The yield is 0.500.